Dataset: Reaction yield outcomes from USPTO patents with 853,638 reactions. Task: Predict the reaction yield, written as a fraction of the theoretical maximum amount of product (1.0 means a 100% yield; for example, 0.34 means a 34% yield). The reactants are [C:1]([O:5][C@@H:6]([C:11]1[C:40]([CH3:41])=[C:39]([C:42]2[CH:47]=[CH:46][N:45]=[CH:44][CH:43]=2)[C:38]2=[N:48][C:35]3=[CH:36][N:37]2[C:12]=1[N:13]1[CH2:53][CH2:52][C:16]([CH3:54])([O:17][CH2:18][CH2:19][CH2:20][CH2:21][C@H:22]([CH3:51])[O:23][C:24]2[CH:25]=[CH:26][C:27]([F:50])=[CH:28][C:29]=2[C:30]2[CH:49]=[C:34]3[CH:33]=[CH:32][CH:31]=2)[CH2:15][CH2:14]1)[C:7]([O:9]C)=[O:8])([CH3:4])([CH3:3])[CH3:2].C(O[C@@H](C1C(C)=CC2=NC3=C(Cl)N2C=1N1CCC(C)(OCCCC[C@H](C)OC2C=CC(C)=CC=2C2C=C3C=CC=2)CC1)C(O)=O)(C)(C)C. No catalyst specified. The product is [C:1]([O:5][C@@H:6]([C:11]1[C:40]([CH3:41])=[C:39]([C:42]2[CH:43]=[CH:44][N:45]=[CH:46][CH:47]=2)[C:38]2=[N:48][C:35]3=[CH:36][N:37]2[C:12]=1[N:13]1[CH2:14][CH2:15][C:16]([CH3:54])([O:17][CH2:18][CH2:19][CH2:20][CH2:21][C@H:22]([CH3:51])[O:23][C:24]2[CH:25]=[CH:26][C:27]([F:50])=[CH:28][C:29]=2[C:30]2[CH:49]=[C:34]3[CH:33]=[CH:32][CH:31]=2)[CH2:52][CH2:53]1)[C:7]([OH:9])=[O:8])([CH3:4])([CH3:2])[CH3:3]. The yield is 0.272.